This data is from CYP2D6 inhibition data for predicting drug metabolism from PubChem BioAssay. The task is: Regression/Classification. Given a drug SMILES string, predict its absorption, distribution, metabolism, or excretion properties. Task type varies by dataset: regression for continuous measurements (e.g., permeability, clearance, half-life) or binary classification for categorical outcomes (e.g., BBB penetration, CYP inhibition). Dataset: cyp2d6_veith. (1) The result is 0 (non-inhibitor). The compound is CCCc1nnc(NC(=O)CCC(=O)N2CCN(c3ccccn3)CC2)s1. (2) The molecule is O=C(NCCc1c[nH]c2ccccc12)[C@@H]1C[C@H]1[C@@H](NP(=O)(c1ccccc1)c1ccccc1)c1ccccc1. The result is 0 (non-inhibitor). (3) The drug is O=C(NC(=S)Nc1ccc(N2CCCCC2)c(Cl)c1)c1ccc2c(c1)OCCO2. The result is 0 (non-inhibitor). (4) The compound is COc1cccc(Nc2ncc3nc(C)c(=O)n(C4CC4)c3n2)c1. The result is 0 (non-inhibitor). (5) The molecule is COCc1cc(C)nc(OCC(=O)N/N=C/c2ccc(-c3cccc([N+](=O)[O-])c3)o2)c1C#N. The result is 0 (non-inhibitor).